Predict the product of the given reaction. From a dataset of Forward reaction prediction with 1.9M reactions from USPTO patents (1976-2016). (1) Given the reactants [Cl:1][C:2]1[S:6][C:5]([C:7]2[C:11]([C:12]3[CH:17]=[CH:16][N:15]=[CH:14][CH:13]=3)=[CH:10][NH:9][N:8]=2)=[CH:4][CH:3]=1.I[CH:19]([CH3:21])[CH3:20].C(=O)([O-])[O-].[Cs+].[Cs+], predict the reaction product. The product is: [CH:19]([N:9]1[CH:10]=[C:11]([C:12]2[CH:17]=[CH:16][N:15]=[CH:14][CH:13]=2)[C:7]([C:5]2[S:6][C:2]([Cl:1])=[CH:3][CH:4]=2)=[N:8]1)([CH3:21])[CH3:20].[CH:19]([N:8]1[C:7]([C:5]2[S:6][C:2]([Cl:1])=[CH:3][CH:4]=2)=[C:11]([C:12]2[CH:17]=[CH:16][N:15]=[CH:14][CH:13]=2)[CH:10]=[N:9]1)([CH3:21])[CH3:20]. (2) Given the reactants [NH2:1][C:2]([NH2:4])=[S:3].CO[C:7](OC)([N:9]([CH3:11])[CH3:10])[CH3:8].[CH2:14]1COCC1.IC, predict the reaction product. The product is: [CH3:10][N:9]([CH3:11])[C:7](=[N:1][C:2](=[NH:4])[S:3][CH3:14])[CH3:8]. (3) The product is: [CH3:29][O:28][C:27]([NH:26][C:21]1[CH:22]=[CH:23][CH:24]=[CH:25][C:20]=1[C@H:19]1[C@@H:7]([C:8]([OH:10])=[O:9])[C:6]2[C:5](=[CH:4][C:3]([O:2][CH3:1])=[C:14]([O:15][CH3:16])[CH:13]=2)[C:11](=[O:12])[N:18]1[CH3:17])=[O:30]. Given the reactants [CH3:1][O:2][C:3]1[CH:4]=[C:5]2[C:11](=[O:12])[O:10][C:8](=[O:9])[CH2:7][C:6]2=[CH:13][C:14]=1[O:15][CH3:16].[CH3:17][N:18]=[CH:19][C:20]1[CH:25]=[CH:24][CH:23]=[CH:22][C:21]=1[NH:26][C:27](=[O:30])[O:28][CH3:29], predict the reaction product.